This data is from Forward reaction prediction with 1.9M reactions from USPTO patents (1976-2016). The task is: Predict the product of the given reaction. Given the reactants [OH:1][CH:2]([C:21]1[CH:22]=[CH:23][C:24]2[O:29][CH2:28][C:27](=[O:30])[NH:26][C:25]=2[CH:31]=1)[CH2:3][N:4]1[CH2:9][CH2:8][N:7]([C:10]2[CH:19]=[CH:18][CH:17]=[C:16]3[C:11]=2[CH:12]=[CH:13][C:14]([CH3:20])=[N:15]3)[CH2:6][CH2:5]1.[C:32]1(C)C=CC(S(O)(=O)=O)=CC=1, predict the reaction product. The product is: [CH3:32][O:1][CH:2]([C:21]1[CH:22]=[CH:23][C:24]2[O:29][CH2:28][C:27](=[O:30])[NH:26][C:25]=2[CH:31]=1)[CH2:3][N:4]1[CH2:9][CH2:8][N:7]([C:10]2[CH:19]=[CH:18][CH:17]=[C:16]3[C:11]=2[CH:12]=[CH:13][C:14]([CH3:20])=[N:15]3)[CH2:6][CH2:5]1.